The task is: Predict the reaction yield, written as a fraction of the theoretical maximum amount of product (1.0 means a 100% yield; for example, 0.34 means a 34% yield).. This data is from Reaction yield outcomes from USPTO patents with 853,638 reactions. (1) The reactants are Cl[CH2:2][C:3]1[CH:8]=[CH:7][C:6]([C:9]([OH:35])([C:29]2[N:33]([CH3:34])[CH:32]=[N:31][CH:30]=2)[C:10]2[CH:11]=[C:12]3[C:17](=[CH:18][CH:19]=2)[N:16]([CH3:20])[C:15](=[O:21])[CH:14]=[C:13]3[C:22]2[CH:27]=[CH:26][CH:25]=[C:24]([Cl:28])[CH:23]=2)=[CH:5][CH:4]=1.[NH:36]1[CH:40]=[CH:39][N:38]=[CH:37]1.C([O-])([O-])=O.[K+].[K+].O. The catalyst is CC#N. The product is [Cl:28][C:24]1[CH:23]=[C:22]([C:13]2[C:12]3[C:17](=[CH:18][CH:19]=[C:10]([C:9]([OH:35])([C:6]4[CH:7]=[CH:8][C:3]([CH2:2][N:36]5[CH:40]=[CH:39][N:38]=[CH:37]5)=[CH:4][CH:5]=4)[C:29]4[N:33]([CH3:34])[CH:32]=[N:31][CH:30]=4)[CH:11]=3)[N:16]([CH3:20])[C:15](=[O:21])[CH:14]=2)[CH:27]=[CH:26][CH:25]=1. The yield is 0.130. (2) The reactants are [CH3:1]COCC.C[Si](C=[N+]=[N-])(C)C.[Cl:13][C:14]1[CH:15]=[C:16]([C:42]([OH:44])=[O:43])[C:17]2[C:18]([CH:41]=1)=[N:19][N:20]([CH2:22][C:23]([C:39]#[N:40])([NH:25][C:26]([C:28]1[CH:33]=[CH:32][C:31]([O:34][C:35]([F:38])([F:37])[F:36])=[CH:30][CH:29]=1)=[O:27])[CH3:24])[N:21]=2. The catalyst is C1COCC1.CO. The product is [Cl:13][C:14]1[CH:15]=[C:16]([C:42]([O:44][CH3:1])=[O:43])[C:17]2[C:18]([CH:41]=1)=[N:19][N:20]([CH2:22][C:23]([C:39]#[N:40])([NH:25][C:26]([C:28]1[CH:29]=[CH:30][C:31]([O:34][C:35]([F:37])([F:36])[F:38])=[CH:32][CH:33]=1)=[O:27])[CH3:24])[N:21]=2. The yield is 0.400.